This data is from Catalyst prediction with 721,799 reactions and 888 catalyst types from USPTO. The task is: Predict which catalyst facilitates the given reaction. (1) Reactant: C(N(C(C)C)CC)(C)C.[N:10]1[CH:15]=[CH:14][C:13]([NH2:16])=[CH:12][N:11]=1.CN(C(ON1N=NC2C=CC=NC1=2)=[N+](C)C)C.F[P-](F)(F)(F)(F)F.[Br:41][C:42]1[CH:43]=[CH:44][C:45]([O:51][CH2:52][C:53]2[CH:58]=[CH:57][C:56]([F:59])=[CH:55][CH:54]=2)=[C:46]([CH:50]=1)[C:47](O)=[O:48]. Product: [Br:41][C:42]1[CH:43]=[CH:44][C:45]([O:51][CH2:52][C:53]2[CH:58]=[CH:57][C:56]([F:59])=[CH:55][CH:54]=2)=[C:46]([CH:50]=1)[C:47]([NH:16][C:13]1[CH:14]=[CH:15][N:10]=[N:11][CH:12]=1)=[O:48]. The catalyst class is: 9. (2) Reactant: [CH:1](=[O:11])[CH2:2][CH2:3][CH2:4][CH2:5][CH2:6][CH2:7][CH2:8][CH2:9][CH3:10].[CH2:12]([OH:24])[CH2:13][O:14][CH2:15][CH2:16][O:17][CH2:18][CH2:19][O:20][CH2:21][CH2:22][OH:23]. Product: [CH:1](=[O:11])[CH2:2][CH2:3][CH2:4][CH2:5][CH2:6][CH2:7][CH2:8][CH2:9][CH3:10].[CH2:22]([OH:23])[CH2:21][O:20][CH2:19][CH2:18][O:17][CH2:16][CH2:15][O:14][CH2:13][CH2:12][OH:24]. The catalyst class is: 45. (3) Reactant: [NH2:1][C:2]1[CH:7]=[CH:6][CH:5]=[CH:4][CH:3]=1.Br[C:9]1[CH:22]=[C:21]2[C:23]3=[C:24]4[C:14]([CH:15]=[CH:16][CH:17]=[C:18]4[CH:19]=[CH:20]2)=[CH:13][CH:12]=[C:11]3[CH:10]=1.C1C=CC(P(C2C(C3C(P(C4C=CC=CC=4)C4C=CC=CC=4)=CC=C4C=3C=CC=C4)=C3C(C=CC=C3)=CC=2)C2C=CC=CC=2)=CC=1.CC(C)([O-])C.[Na+]. Product: [C:2]1([NH:1][C:16]2[CH:15]=[C:14]3[C:24]4=[C:23]5[C:21]([CH:22]=[CH:9][CH:10]=[C:11]5[CH:12]=[CH:13]3)=[CH:20][CH:19]=[C:18]4[CH:17]=2)[CH:7]=[CH:6][CH:5]=[CH:4][CH:3]=1. The catalyst class is: 11. (4) Reactant: [N:1]1[CH:2]=[C:3]([C:10]([NH:12][C:13]2[CH:14]=[C:15]([CH:19]=[CH:20][C:21]=2[CH3:22])[C:16]([O-:18])=[O:17])=[O:11])[N:4]2[CH:9]=[CH:8][CH:7]=[CH:6][C:5]=12.[Li+].[OH-].O. Product: [N:1]1[CH:2]=[C:3]([C:10]([NH:12][C:13]2[CH:14]=[C:15]([CH:19]=[CH:20][C:21]=2[CH3:22])[C:16]([OH:18])=[O:17])=[O:11])[N:4]2[CH:9]=[CH:8][CH:7]=[CH:6][C:5]=12. The catalyst class is: 36. (5) The catalyst class is: 575. Reactant: [F:1][C:2]1[C:7]([O:8][C:9]2[CH:14]=[CH:13][CH:12]=[CH:11][CH:10]=2)=[CH:6][CH:5]=[CH:4][C:3]=1[C:15]([OH:17])=O.S(Cl)([Cl:20])=O. Product: [F:1][C:2]1[C:7]([O:8][C:9]2[CH:14]=[CH:13][CH:12]=[CH:11][CH:10]=2)=[CH:6][CH:5]=[CH:4][C:3]=1[C:15]([Cl:20])=[O:17]. (6) Reactant: [F:1][C:2]1[CH:7]=[CH:6][C:5]([C@H:8]([O:25][CH3:26])[CH2:9][C@H:10]([CH2:21][CH2:22][CH2:23][CH3:24])[C:11]([NH:13][O:14]C2CCCCO2)=[O:12])=[CH:4][CH:3]=1.C(O)(C(F)(F)F)=O. Product: [F:1][C:2]1[CH:7]=[CH:6][C:5]([C@H:8]([O:25][CH3:26])[CH2:9][C@H:10]([CH2:21][CH2:22][CH2:23][CH3:24])[C:11]([NH:13][OH:14])=[O:12])=[CH:4][CH:3]=1. The catalyst class is: 2. (7) Reactant: [Cl:1][C:2]1[CH:3]=[C:4]([CH:12]([CH2:19][CH:20]2[CH2:25][CH2:24][O:23][CH2:22][CH2:21]2)[C:13](N(OC)C)=[O:14])[CH:5]=[CH:6][C:7]=1[S:8]([CH3:11])(=[O:10])=[O:9].[CH:26]([Mg]Br)=[CH2:27].Cl. Product: [Cl:1][C:2]1[CH:3]=[C:4]([CH:12]([CH2:19][CH:20]2[CH2:21][CH2:22][O:23][CH2:24][CH2:25]2)[C:13](=[O:14])[CH:26]=[CH2:27])[CH:5]=[CH:6][C:7]=1[S:8]([CH3:11])(=[O:9])=[O:10]. The catalyst class is: 7. (8) Reactant: [CH3:1][C:2]1[N:6]([CH2:7][C:8]2[CH:13]=[CH:12][C:11]([CH2:14][OH:15])=[CH:10][CH:9]=2)[N:5]=[C:4]([C:16]2[CH:21]=[CH:20][CH:19]=[CH:18][CH:17]=2)[CH:3]=1.O[C:23]1[CH:28]=[CH:27][C:26]([CH2:29][CH2:30][C:31]([O:33][CH3:34])=[O:32])=[CH:25][CH:24]=1.C1(P(C2C=CC=CC=2)C2C=CC=CC=2)C=CC=CC=1.N(C(OCC)=O)=NC(OCC)=O. The catalyst class is: 4. Product: [CH3:1][C:2]1[N:6]([CH2:7][C:8]2[CH:13]=[CH:12][C:11]([CH2:14][O:15][C:23]3[CH:28]=[CH:27][C:26]([CH2:29][CH2:30][C:31]([O:33][CH3:34])=[O:32])=[CH:25][CH:24]=3)=[CH:10][CH:9]=2)[N:5]=[C:4]([C:16]2[CH:21]=[CH:20][CH:19]=[CH:18][CH:17]=2)[CH:3]=1. (9) Reactant: [CH3:1][O:2][C:3](=[O:12])[C:4]1[CH:9]=[CH:8][CH:7]=[C:6]([CH2:10][NH2:11])[CH:5]=1.[Br:13][C:14]1[CH:19]=[CH:18][C:17]([S:20](Cl)(=[O:22])=[O:21])=[CH:16][CH:15]=1.N1C=CC=CC=1. Product: [CH3:1][O:2][C:3](=[O:12])[C:4]1[CH:9]=[CH:8][CH:7]=[C:6]([CH2:10][NH:11][S:20]([C:17]2[CH:18]=[CH:19][C:14]([Br:13])=[CH:15][CH:16]=2)(=[O:22])=[O:21])[CH:5]=1. The catalyst class is: 2. (10) Reactant: [C:1]([Si:3]([CH3:6])([CH3:5])[CH3:4])#[CH:2].[N+:7]([C:10]1[CH:17]=[CH:16][CH:15]=[CH:14][C:11]=1[CH:12]=[O:13])([O-:9])=[O:8]. Product: [N+:7]([C:10]1[CH:17]=[CH:16][CH:15]=[CH:14][C:11]=1[CH:12]([OH:13])[C:2]#[C:1][Si:3]([CH3:6])([CH3:5])[CH3:4])([O-:9])=[O:8]. The catalyst class is: 392.